Dataset: Full USPTO retrosynthesis dataset with 1.9M reactions from patents (1976-2016). Task: Predict the reactants needed to synthesize the given product. (1) Given the product [Br:1][C:2]1[CH:3]=[C:4]([NH:10][C:11]2[N:16]=[CH:15][C:14]([N:17]3[CH2:22][CH2:21][N:20]([C:23]([O:25][C:26]([CH3:29])([CH3:28])[CH3:27])=[O:24])[CH2:19][C@@H:18]3[CH3:31])=[CH:13][CH:12]=2)[C:5](=[O:9])[N:6]([CH3:8])[CH:7]=1, predict the reactants needed to synthesize it. The reactants are: [Br:1][C:2]1[CH:3]=[C:4]([NH:10][C:11]2[N:16]=[CH:15][C:14]([N:17]3[CH2:22][CH2:21][N:20]([C:23]([O:25][C:26]([CH3:29])([CH3:28])[CH3:27])=[O:24])[CH2:19][CH2:18]3)=[CH:13][CH:12]=2)[C:5](=[O:9])[N:6]([CH3:8])[CH:7]=1.N[C:31]1N=CC(N2CCN(C(OC(C)(C)C)=O)C[C@@H]2C)=CC=1.BrC1C(=O)N(C)C=C(Br)C=1. (2) The reactants are: [Br:1][C:2]1[CH:3]=[C:4]2[C:16](=[CH:17][CH:18]=1)[O:15][C:7]1([CH2:11][CH2:10][CH:9]([CH:12]([CH3:14])[CH3:13])[CH2:8]1)[CH2:6][C:5]2=O.[C:20](=[N:26][Si](C)(C)C)=[N:21][Si](C)(C)C. Given the product [Br:1][C:2]1[CH:3]=[C:4]2[C:16](=[CH:17][CH:18]=1)[O:15][C:7]1([CH2:11][CH2:10][CH:9]([CH:12]([CH3:14])[CH3:13])[CH2:8]1)[CH2:6][C:5]2=[N:26][C:20]#[N:21], predict the reactants needed to synthesize it.